Task: Predict the product of the given reaction.. Dataset: Forward reaction prediction with 1.9M reactions from USPTO patents (1976-2016) (1) Given the reactants [F:1][C:2]1[CH:3]=[C:4]([CH:23]=[CH:24][CH:25]=1)[CH2:5][N:6]1[CH:11]=[CH:10][C:9]([O:12][CH2:13][C:14]2[CH:19]=[CH:18][C:17]([F:20])=[CH:16][CH:15]=2)=[C:8](I)[C:7]1=[O:22].[Li+].[Cl-].[CH3:28][Sn](C)(C)C, predict the reaction product. The product is: [F:1][C:2]1[CH:3]=[C:4]([CH:23]=[CH:24][CH:25]=1)[CH2:5][N:6]1[CH:11]=[CH:10][C:9]([O:12][CH2:13][C:14]2[CH:19]=[CH:18][C:17]([F:20])=[CH:16][CH:15]=2)=[C:8]([CH3:28])[C:7]1=[O:22]. (2) Given the reactants C([NH:4][C:5]1[S:6][C:7]([S:13]([C:16]2[CH:21]=[CH:20][C:19]([O:22][C:23]([F:26])([F:25])[F:24])=[CH:18][CH:17]=2)(=[O:15])=[O:14])=[CH:8][C:9]=1[C:10]([NH2:12])=[O:11])(=O)C.Cl, predict the reaction product. The product is: [NH2:4][C:5]1[S:6][C:7]([S:13]([C:16]2[CH:17]=[CH:18][C:19]([O:22][C:23]([F:26])([F:24])[F:25])=[CH:20][CH:21]=2)(=[O:14])=[O:15])=[CH:8][C:9]=1[C:10]([NH2:12])=[O:11].